Dataset: Reaction yield outcomes from USPTO patents with 853,638 reactions. Task: Predict the reaction yield, written as a fraction of the theoretical maximum amount of product (1.0 means a 100% yield; for example, 0.34 means a 34% yield). (1) The reactants are Br[C:2]1[S:6][C:5]([C:7]([CH:10]2[CH2:15][CH2:14][N:13]([C:16]([O:18][C:19]([CH3:22])([CH3:21])[CH3:20])=[O:17])[CH2:12][CH2:11]2)([OH:9])[CH3:8])=[N:4][CH:3]=1.O.[NH2:24][C:25]1[CH:26]=[C:27](B(O)O)[CH:28]=[CH:29][CH:30]=1.C([O-])([O-])=O.[Na+].[Na+]. The catalyst is COCCOC.C1C=CC([P]([Pd]([P](C2C=CC=CC=2)(C2C=CC=CC=2)C2C=CC=CC=2)([P](C2C=CC=CC=2)(C2C=CC=CC=2)C2C=CC=CC=2)[P](C2C=CC=CC=2)(C2C=CC=CC=2)C2C=CC=CC=2)(C2C=CC=CC=2)C2C=CC=CC=2)=CC=1. The product is [NH2:24][C:25]1[CH:30]=[C:29]([C:2]2[S:6][C:5]([C:7]([CH:10]3[CH2:15][CH2:14][N:13]([C:16]([O:18][C:19]([CH3:22])([CH3:21])[CH3:20])=[O:17])[CH2:12][CH2:11]3)([OH:9])[CH3:8])=[N:4][CH:3]=2)[CH:28]=[CH:27][CH:26]=1. The yield is 0.920. (2) The reactants are [Br:1]N1C(=O)CCC1=O.[CH3:9][C:10]1([CH3:28])[CH:14]([C:15]2[CH:20]=[CH:19][C:18]([CH3:21])=[CH:17][CH:16]=2)[C:13]2[C:22]([CH3:27])=[CH:23][C:24]([CH3:26])=[CH:25][C:12]=2[O:11]1. The catalyst is C(#N)C. The product is [Br:1][C:23]1[C:24]([CH3:26])=[CH:25][C:12]2[O:11][C:10]([CH3:28])([CH3:9])[CH:14]([C:15]3[CH:16]=[CH:17][C:18]([CH3:21])=[CH:19][CH:20]=3)[C:13]=2[C:22]=1[CH3:27]. The yield is 0.670.